The task is: Predict which catalyst facilitates the given reaction.. This data is from Catalyst prediction with 721,799 reactions and 888 catalyst types from USPTO. (1) Reactant: Br[C:2]1[CH:8]=[C:7]([C:9]([F:12])([F:11])[F:10])[CH:6]=[CH:5][C:3]=1[NH2:4].C(N(CC)CC)C.CC1C=CC=CC=1P(C1C=CC=CC=1C)C1C=CC=CC=1C.[C:42]([O:46][CH2:47][CH3:48])(=[O:45])[CH:43]=[CH2:44]. Product: [NH2:4][C:3]1[CH:5]=[CH:6][C:7]([C:9]([F:12])([F:11])[F:10])=[CH:8][C:2]=1/[CH:44]=[CH:43]/[C:42]([O:46][CH2:47][CH3:48])=[O:45]. The catalyst class is: 274. (2) Product: [Si:52]([O:51][C@H:50]([C:59]1[CH:68]=[CH:67][C:66]([OH:69])=[C:65]2[C:60]=1[CH:61]=[CH:62][C:63](=[O:70])[NH:64]2)[CH2:49][NH:48][CH2:2][CH2:3][CH2:4][C:5]#[C:6][C:7]1[CH:8]=[C:9]([NH:13][C:14]([C:16]2[CH:17]=[C:18]([S:22]([C:25]3[CH:26]=[C:27]4[C:32](=[C:33]([CH3:35])[CH:34]=3)[N:31]=[CH:30][C:29]([C:36]([NH2:38])=[O:37])=[C:28]4[NH:39][C:40]3[CH:45]=[CH:44][CH:43]=[C:42]([O:46][CH3:47])[CH:41]=3)(=[O:24])=[O:23])[CH:19]=[CH:20][CH:21]=2)=[O:15])[CH:10]=[CH:11][CH:12]=1)([C:55]([CH3:58])([CH3:57])[CH3:56])([CH3:54])[CH3:53]. Reactant: Br[CH2:2][CH2:3][CH2:4][C:5]#[C:6][C:7]1[CH:8]=[C:9]([NH:13][C:14]([C:16]2[CH:17]=[C:18]([S:22]([C:25]3[CH:26]=[C:27]4[C:32](=[C:33]([CH3:35])[CH:34]=3)[N:31]=[CH:30][C:29]([C:36]([NH2:38])=[O:37])=[C:28]4[NH:39][C:40]3[CH:45]=[CH:44][CH:43]=[C:42]([O:46][CH3:47])[CH:41]=3)(=[O:24])=[O:23])[CH:19]=[CH:20][CH:21]=2)=[O:15])[CH:10]=[CH:11][CH:12]=1.[NH2:48][CH2:49][C@@H:50]([C:59]1[CH:68]=[CH:67][C:66]([OH:69])=[C:65]2[C:60]=1[CH:61]=[CH:62][C:63](=[O:70])[NH:64]2)[O:51][Si:52]([C:55]([CH3:58])([CH3:57])[CH3:56])([CH3:54])[CH3:53].C(N(CC)C(C)C)(C)C.[I-].[K+]. The catalyst class is: 3. (3) Reactant: [F:1][C:2]1[CH:7]=[CH:6][C:5]([C:8]2[CH:9]=[C:10]([C:14]3[CH:19]=[CH:18][CH:17]=[CH:16][CH:15]=3)[N:11]=[N:12][CH:13]=2)=[CH:4][C:3]=1[OH:20].[CH3:21][N:22]1[CH:26]=[C:25]([CH2:27]O)[C:24]([C:29]([F:32])([F:31])[F:30])=[N:23]1.C1(P(C2C=CC=CC=2)C2C=CC=CC=2)C=CC=CC=1.N(C(OC(C)C)=O)=NC(OC(C)C)=O. Product: [F:1][C:2]1[CH:7]=[CH:6][C:5]([C:8]2[CH:9]=[C:10]([C:14]3[CH:19]=[CH:18][CH:17]=[CH:16][CH:15]=3)[N:11]=[N:12][CH:13]=2)=[CH:4][C:3]=1[O:20][CH2:27][C:25]1[C:24]([C:29]([F:32])([F:30])[F:31])=[N:23][N:22]([CH3:21])[CH:26]=1. The catalyst class is: 7. (4) Reactant: C(OC([N:8]1[C:16]2[C:11](=[C:12]([NH:24][C:25]3[CH:30]=[CH:29][C:28]([I:31])=[CH:27][C:26]=3[F:32])[C:13]([C:17]([O:19]C(C)(C)C)=[O:18])=[CH:14][CH:15]=2)[CH:10]=[N:9]1)=O)(C)(C)C.C(O)(C(F)(F)F)=O. Product: [F:32][C:26]1[CH:27]=[C:28]([I:31])[CH:29]=[CH:30][C:25]=1[NH:24][C:12]1[C:13]([C:17]([OH:19])=[O:18])=[CH:14][CH:15]=[C:16]2[C:11]=1[CH:10]=[N:9][NH:8]2. The catalyst class is: 2. (5) Reactant: [CH:1]12[CH2:10][CH:5]3[CH2:6][CH:7]([CH2:9][CH:3]([CH2:4]3)[CH:2]1[N:11]1[C:14](=[O:15])[CH2:13][NH:12]1)[CH2:8]2.C(=O)([O-])[O-].[K+].[K+].[CH2:22](Br)[C:23]1[CH:28]=[CH:27][CH:26]=[CH:25][CH:24]=1.O. Product: [CH2:22]([N:12]1[CH2:13][C:14](=[O:15])[N:11]1[CH:2]1[CH:3]2[CH2:4][CH:5]3[CH2:6][CH:7]([CH2:8][CH:1]1[CH2:10]3)[CH2:9]2)[C:23]1[CH:28]=[CH:27][CH:26]=[CH:25][CH:24]=1. The catalyst class is: 9.